From a dataset of Forward reaction prediction with 1.9M reactions from USPTO patents (1976-2016). Predict the product of the given reaction. (1) Given the reactants [Cl:1][C:2]1[CH:18]=[CH:17][C:5]2[CH2:6][CH2:7][N:8]([C:11](=[O:16])[C:12]([F:15])([F:14])[F:13])[CH2:9][CH2:10][C:4]=2[C:3]=1OS(C(F)(F)F)(=O)=O.[CH2:27]([S:29]([C:32]1[CH:39]=[CH:38][C:35]([CH2:36][NH2:37])=[CH:34][CH:33]=1)(=[O:31])=[O:30])[CH3:28], predict the reaction product. The product is: [Cl:1][C:2]1[CH:18]=[CH:17][C:5]2[CH2:6][CH2:7][N:8]([C:11](=[O:16])[C:12]([F:14])([F:15])[F:13])[CH2:9][CH2:10][C:4]=2[C:3]=1[NH:37][CH2:36][C:35]1[CH:34]=[CH:33][C:32]([S:29]([CH2:27][CH3:28])(=[O:31])=[O:30])=[CH:39][CH:38]=1. (2) Given the reactants [CH2:1]([NH:8][C:9]1[C:18]2[C:13](=[CH:14][CH:15]=[CH:16][CH:17]=2)[N:12]=[C:11]([N:19]2[CH2:24][CH2:23][NH:22][CH2:21][CH2:20]2)[N:10]=1)[C:2]1[CH:7]=[CH:6][CH:5]=[CH:4][CH:3]=1.C(N(CC)CC)C.[C:32](Cl)(=[O:36])[CH:33]([CH3:35])[CH3:34], predict the reaction product. The product is: [CH2:1]([NH:8][C:9]1[C:18]2[C:13](=[CH:14][CH:15]=[CH:16][CH:17]=2)[N:12]=[C:11]([N:19]2[CH2:24][CH2:23][N:22]([C:32](=[O:36])[CH:33]([CH3:35])[CH3:34])[CH2:21][CH2:20]2)[N:10]=1)[C:2]1[CH:3]=[CH:4][CH:5]=[CH:6][CH:7]=1.